Dataset: Human liver microsome stability data. Task: Regression/Classification. Given a drug SMILES string, predict its absorption, distribution, metabolism, or excretion properties. Task type varies by dataset: regression for continuous measurements (e.g., permeability, clearance, half-life) or binary classification for categorical outcomes (e.g., BBB penetration, CYP inhibition). Dataset: hlm. (1) The molecule is CC(C)N1CCN(c2ccc(NC(=O)c3ccc(-c4ccccc4)cc3)cc2)CC1. The result is 0 (unstable in human liver microsomes). (2) The compound is CS(=O)(=O)Nc1ccc2c(c1)S(=O)(=O)NC(C1=C(O)[C@@H]3C4CCC(CC4)[C@@H]3N(Cc3ccc(F)c(Cl)c3)C1=O)=N2. The result is 0 (unstable in human liver microsomes). (3) The compound is COP(=O)(OC)c1ccc(C(F)(F)F)cc1. The result is 0 (unstable in human liver microsomes). (4) The compound is COc1cc2c(N3CCN(C(=O)c4ccc(F)cc4)CC3)nc(N(C)C)nc2cc1OCCCN1CCCC1. The result is 0 (unstable in human liver microsomes). (5) The drug is COc1cc2c(Nc3c(F)ccc(O)c3C)ncnc2cc1OCCN1CCC(F)C1. The result is 0 (unstable in human liver microsomes).